Dataset: Drug-target binding data from BindingDB using IC50 measurements. Task: Regression. Given a target protein amino acid sequence and a drug SMILES string, predict the binding affinity score between them. We predict pIC50 (pIC50 = -log10(IC50 in M); higher means more potent). Dataset: bindingdb_ic50. (1) The small molecule is CCc1nc2ccc(C3CCN(S(C)(=O)=O)CC3)cn2c1N(C)c1nc(-c2ccc(F)cc2)cs1. The target protein (Q64610) has sequence MARQGCLGSFQVISLFTFAISVNICLGFTASRIKRAEWDEGPPTVLSDSPWTNTSGSCKGRCFELQEVGPPDCRCDNLCKSYSSCCHDFDELCLKTARGWECTKDRCGEVRNEENACHCSEDCLSRGDCCTNYQVVCKGESHWVDDDCEEIKVPECPAGFVRPPLIIFSVDGFRASYMKKGSKVMPNIEKLRSCGTHAPYMRPVYPTKTFPNLYTLATGLYPESHGIVGNSMYDPVFDASFHLRGREKFNHRWWGGQPLWITATKQGVRAGTFFWSVSIPHERRILTILQWLSLPDNERPSVYAFYSEQPDFSGHKYGPFGPEMTNPLREIDKTVGQLMDGLKQLRLHRCVNVIFVGDHGMEDVTCDRTEFLSNYLTNVDDITLVPGTLGRIRAKSINNSKYDPKTIIANLTCKKPDQHFKPYMKQHLPKRLHYANNRRIEDIHLLVDRRWHVARKPLDVYKKPSGKCFFQGDHGFDNKVNSMQTVFVGYGPTFKYRTKV.... The pIC50 is 6.0. (2) The small molecule is NC(=O)c1ccc(Oc2ccc(C(N)=O)cc2)cc1. The target protein sequence is MKKRDLSASLNFQSTFSMTTCNLPEHWTDMNHQLFCMVQLEPGQSEYNTIKDKFTRTCSSYAIEKIERIQNAFLWQSYQVKKRQMDIKNDHKNNERLLFHGTDADSVPYVNQHGFNRSCAGKNAVSYGKGTYFAVDASLSAKDTYSKPDSNGRKHMYVVRVLTGVFTKGRAGLVTPPPKNPHNPTDLFDSVTNNTRS. The pIC50 is 6.5.